From a dataset of Full USPTO retrosynthesis dataset with 1.9M reactions from patents (1976-2016). Predict the reactants needed to synthesize the given product. (1) Given the product [NH:8]1[CH2:13][CH2:12][CH2:11][C@H:10]([NH:14][C:15]2[CH:16]=[C:17]([NH:33][C:34]3[CH:39]=[CH:38][CH:37]=[CH:36][N:35]=3)[C:18]3[N:19]([C:21]([C:24]([NH:26][C:27]4[CH:28]=[CH:29][N:30]=[CH:31][CH:32]=4)=[O:25])=[CH:22][N:23]=3)[N:20]=2)[CH2:9]1, predict the reactants needed to synthesize it. The reactants are: C([N:8]1[CH2:13][CH2:12][CH2:11][C@H:10]([NH:14][C:15]2[CH:16]=[C:17]([NH:33][C:34]3[CH:39]=[CH:38][CH:37]=[CH:36][N:35]=3)[C:18]3[N:19]([C:21]([C:24]([NH:26][C:27]4[CH:32]=[CH:31][N:30]=[CH:29][CH:28]=4)=[O:25])=[CH:22][N:23]=3)[N:20]=2)[CH2:9]1)C1C=CC=CC=1. (2) Given the product [NH:3]1[CH:4]=[CH:5][N:1]=[C:2]1[CH2:6][N:35]1[CH2:34][CH2:33][CH:32]([C:29]2[CH:30]=[CH:31][C:26]([NH:25][C:22]3[N:21]=[CH:20][C:19]4=[CH:18][CH:17]=[C:16]([C:11]5[CH:12]=[CH:13][CH:14]=[CH:15][C:10]=5[O:9][CH3:8])[N:24]4[N:23]=3)=[C:27]([O:38][CH3:39])[CH:28]=2)[CH2:37][CH2:36]1, predict the reactants needed to synthesize it. The reactants are: [NH:1]1[CH:5]=[CH:4][N:3]=[C:2]1[CH:6]=O.[CH3:8][O:9][C:10]1[CH:15]=[CH:14][CH:13]=[CH:12][C:11]=1[C:16]1[N:24]2[C:19]([CH:20]=[N:21][C:22]([NH:25][C:26]3[CH:31]=[CH:30][C:29]([CH:32]4[CH2:37][CH2:36][NH:35][CH2:34][CH2:33]4)=[CH:28][C:27]=3[O:38][CH3:39])=[N:23]2)=[CH:18][CH:17]=1.C(O[BH-](OC(=O)C)OC(=O)C)(=O)C.[Na+].C(O)(=O)C. (3) Given the product [OH:40][CH:47]([CH2:45][OH:46])[CH2:1][C:4]1([S:7]([NH:10][C:11]2[C:16]([CH2:31][CH3:32])=[CH:15][C:14]([F:18])=[C:13]([F:19])[C:12]=2[NH:20][C:21]2[CH:26]=[CH:25][C:24]([I:27])=[CH:23][C:22]=2[F:28])(=[O:9])=[O:8])[CH2:5][CH2:6]1, predict the reactants needed to synthesize it. The reactants are: [CH2:1]([C:4]1([S:7]([NH:10][C:11]2[C:16](C)=[CH:15][C:14]([F:18])=[C:13]([F:19])[C:12]=2[NH:20][C:21]2[CH:26]=[CH:25][C:24]([I:27])=[CH:23][C:22]=2[F:28])(=[O:9])=[O:8])[CH2:6][CH2:5]1)C=C.C[N+]1([O-])CCO[CH2:32][CH2:31]1.C1C[O:40]CC1.CCO[C:45]([CH3:47])=[O:46].